This data is from Catalyst prediction with 721,799 reactions and 888 catalyst types from USPTO. The task is: Predict which catalyst facilitates the given reaction. (1) Reactant: [H-].[H-].[H-].[H-].[Li+].[Al+3].[F:7][C:8]1[C:9]([OH:18])=[C:10]([CH:14]=[CH:15][C:16]=1[F:17])[C:11](O)=[O:12]. Product: [F:7][C:8]1[C:16]([F:17])=[CH:15][CH:14]=[C:10]([CH2:11][OH:12])[C:9]=1[OH:18]. The catalyst class is: 1. (2) Reactant: C(O[BH-](OC(=O)C)OC(=O)C)(=O)C.[Na+].[CH3:15][C:16]([CH3:46])([CH:44]=O)[CH2:17][C:18]1[CH:23]=[C:22]([F:24])[CH:21]=[CH:20][C:19]=1[S:25]([NH:28][C:29]1[C:38]([C:39]([O:41][CH3:42])=[O:40])=[C:37]2[C:32]([C@H:33]3[CH2:43][C@H:34]3[CH2:35][O:36]2)=[CH:31][CH:30]=1)(=[O:27])=[O:26].[CH2:47]([NH:49][CH2:50][CH3:51])[CH3:48]. Product: [CH2:47]([N:49]([CH2:50][CH3:51])[CH2:44][C:16]([CH3:46])([CH3:15])[CH2:17][C:18]1[CH:23]=[C:22]([F:24])[CH:21]=[CH:20][C:19]=1[S:25]([NH:28][C:29]1[C:38]([C:39]([O:41][CH3:42])=[O:40])=[C:37]2[C:32]([C@H:33]3[CH2:43][C@H:34]3[CH2:35][O:36]2)=[CH:31][CH:30]=1)(=[O:26])=[O:27])[CH3:48]. The catalyst class is: 2. (3) Reactant: [CH3:1][O:2][C:3]1[CH:4]=[C:5]2[C:10](=[CH:11][C:12]=1[CH2:13][NH:14][CH:15]1[CH2:20][CH2:19][CH2:18][NH:17][CH:16]1[C:21]1[CH:26]=[CH:25][CH:24]=[CH:23][CH:22]=1)[N:9]([CH3:27])[C:8](=[O:28])[CH2:7][CH2:6]2.[F:29][C:30]([F:41])([F:40])[C:31](O[C:31](=[O:32])[C:30]([F:41])([F:40])[F:29])=[O:32]. Product: [CH3:1][O:2][C:3]1[CH:4]=[C:5]2[C:10](=[CH:11][C:12]=1[CH2:13][NH:14][C@H:15]1[CH2:20][CH2:19][CH2:18][N:17]([C:31](=[O:32])[C:30]([F:41])([F:40])[F:29])[C@H:16]1[C:21]1[CH:26]=[CH:25][CH:24]=[CH:23][CH:22]=1)[N:9]([CH3:27])[C:8](=[O:28])[CH2:7][CH2:6]2. The catalyst class is: 2. (4) Product: [C:11]([O:10][CH2:9][CH2:8][CH2:7][CH2:6][CH2:5][CH2:4][N:1]=[N+:2]=[N-:3])(=[O:15])[C:12]([CH3:14])=[CH2:13]. The catalyst class is: 143. Reactant: [N:1]([CH2:4][CH2:5][CH2:6][CH2:7][CH2:8][CH2:9][OH:10])=[N+:2]=[N-:3].[C:11](O)(=[O:15])[C:12]([CH3:14])=[CH2:13].C1(N=C=NC2CCCCC2)CCCCC1. (5) Reactant: [F:1][C:2]1[CH:7]=[CH:6][C:5]([F:8])=[CH:4][C:3]=1[C@H:9]1[CH2:13][CH2:12][CH2:11][N:10]1[C:14]1[CH:19]=[CH:18][N:17]2[N:20]=[CH:21][C:22]([NH2:23])=[C:16]2[N:15]=1.C1N=CN([C:29](N2C=NC=C2)=[O:30])C=1.Cl.[C@H:37]12[CH2:43][C@H:40]([NH:41][CH2:42]1)[CH2:39][O:38]2.CCN(C(C)C)C(C)C. Product: [F:1][C:2]1[CH:7]=[CH:6][C:5]([F:8])=[CH:4][C:3]=1[C@H:9]1[CH2:13][CH2:12][CH2:11][N:10]1[C:14]1[CH:19]=[CH:18][N:17]2[N:20]=[CH:21][C:22]([NH:23][C:29]([N:41]3[CH2:42][C@@H:37]4[CH2:43][C@H:40]3[CH2:39][O:38]4)=[O:30])=[C:16]2[N:15]=1. The catalyst class is: 2. (6) Reactant: [C:1]1([CH2:7][C:8](=[O:12])[CH2:9][CH2:10][CH3:11])[CH:6]=[CH:5][CH:4]=[CH:3][CH:2]=1.CO[CH:15](OC)[N:16]([CH3:18])[CH3:17]. Product: [CH3:15][N:16]([CH3:18])[CH:17]=[C:7]([C:1]1[CH:6]=[CH:5][CH:4]=[CH:3][CH:2]=1)[C:8](=[O:12])[CH2:9][CH2:10][CH3:11]. The catalyst class is: 3. (7) Reactant: C[O:2][C:3](=[O:28])[CH:4]([N:13]1[CH2:17][C:16]([O:18][C:19]2[C:24]([F:25])=[CH:23][CH:22]=[CH:21][C:20]=2[F:26])=[CH:15][C:14]1=[O:27])[CH2:5][CH:6]1[CH2:11][CH:10]2[CH2:12][CH:7]1[CH2:8][CH2:9]2.O.[OH-].[Li+].Cl. Product: [CH:7]12[CH2:12][CH:10]([CH2:9][CH2:8]1)[CH2:11][CH:6]2[CH2:5][CH:4]([N:13]1[CH2:17][C:16]([O:18][C:19]2[C:20]([F:26])=[CH:21][CH:22]=[CH:23][C:24]=2[F:25])=[CH:15][C:14]1=[O:27])[C:3]([OH:28])=[O:2]. The catalyst class is: 30. (8) Reactant: [Br:1][C:2]1[CH:3]=[C:4]([CH:6]=[C:7]([F:9])[CH:8]=1)[NH2:5].[CH3:10][S:11](Cl)(=[O:13])=[O:12]. Product: [Br:1][C:2]1[CH:3]=[C:4]([NH:5][S:11]([CH3:10])(=[O:13])=[O:12])[CH:6]=[C:7]([F:9])[CH:8]=1. The catalyst class is: 17.